From a dataset of Catalyst prediction with 721,799 reactions and 888 catalyst types from USPTO. Predict which catalyst facilitates the given reaction. (1) Reactant: CO.[C:3]([O:7][C:8](=[O:31])[N:9]([CH2:22][CH2:23][CH2:24][C:25]1[CH:30]=[CH:29][CH:28]=[CH:27][CH:26]=1)[CH:10]1[CH2:15][CH2:14][N:13](C(=O)C(F)(F)F)[CH2:12][CH2:11]1)([CH3:6])([CH3:5])[CH3:4].C(=O)([O-])[O-].[K+].[K+]. Product: [C:3]([O:7][C:8](=[O:31])[N:9]([CH2:22][CH2:23][CH2:24][C:25]1[CH:30]=[CH:29][CH:28]=[CH:27][CH:26]=1)[CH:10]1[CH2:11][CH2:12][NH:13][CH2:14][CH2:15]1)([CH3:6])([CH3:4])[CH3:5]. The catalyst class is: 69. (2) Reactant: F[C:2]1[CH:9]=[CH:8][C:5]([CH:6]=[O:7])=[CH:4][CH:3]=1.[CH2:10]([NH:12][CH2:13][CH2:14][OH:15])[CH3:11].C(=O)([O-])[O-].[K+].[K+].CCCCCCCC(C([NH3+])(C(CCCCCCC)=O)C(CCCCCCC)=O)=O.[Cl-].[Cl-].C([N+](C(=O)CCCCCCC)(C(=O)CCCCCCC)C)(=O)CCCCCCC. Product: [CH2:10]([N:12]([C:2]1[CH:9]=[CH:8][C:5]([CH:6]=[O:7])=[CH:4][CH:3]=1)[CH2:13][CH2:14][OH:15])[CH3:11]. The catalyst class is: 16. (3) Reactant: [C:1]([C:5]1[CH:10]=[CH:9][C:8]([C:11]2[N:15]=[C:14]([C:16]3[N:20]=[C:19]([CH3:21])[NH:18][N:17]=3)[O:13][N:12]=2)=[CH:7][CH:6]=1)([CH3:4])([CH3:3])[CH3:2].C([O-])([O-])=O.[Cs+].[Cs+].[Cl:28][C:29]1[CH:34]=[C:33]([CH2:35]Cl)[CH:32]=[CH:31][N:30]=1. Product: [C:1]([C:5]1[CH:6]=[CH:7][C:8]([C:11]2[N:15]=[C:14]([C:16]3[N:20]=[C:19]([CH3:21])[N:18]([CH2:35][C:33]4[CH:32]=[CH:31][N:30]=[C:29]([Cl:28])[CH:34]=4)[N:17]=3)[O:13][N:12]=2)=[CH:9][CH:10]=1)([CH3:4])([CH3:3])[CH3:2]. The catalyst class is: 3.